This data is from Catalyst prediction with 721,799 reactions and 888 catalyst types from USPTO. The task is: Predict which catalyst facilitates the given reaction. (1) Reactant: [CH:1]([NH:3][NH2:4])=[O:2].C1(C)C=CC=CC=1.[CH2:12]([O:19][C@@H:20]([CH3:23])[CH:21]=O)[C:13]1[CH:18]=[CH:17][CH:16]=[CH:15][CH:14]=1. Product: [CH2:12]([O:19][C@@H:20]([CH3:23])[CH:21]=[N:4][NH:3][CH:1]=[O:2])[C:13]1[CH:18]=[CH:17][CH:16]=[CH:15][CH:14]=1. The catalyst class is: 5. (2) Product: [CH2:7]([O:6][N:5]1[C:3](=[O:4])[CH2:2][NH:1][C:17]1=[O:18])[C:8]1[CH:13]=[CH:12][CH:11]=[CH:10][CH:9]=1. The catalyst class is: 2. Reactant: [NH2:1][CH2:2][C:3]([NH:5][O:6][CH2:7][C:8]1[CH:13]=[CH:12][CH:11]=[CH:10][CH:9]=1)=[O:4].CN1CC[O:18][CH2:17]C1.C(N1C=CN=C1)(N1C=CN=C1)=O. (3) Reactant: [CH3:1][O:2][C:3](=[O:28])[C@@H:4]([N:23]1[CH:27]=[CH:26][CH:25]=[CH:24]1)[CH2:5][C:6]1[CH:11]=[CH:10][C:9](/[CH:12]=[CH:13]/[CH2:14][N:15]([CH3:22])[C:16]2[CH:21]=[CH:20][CH:19]=[CH:18][N:17]=2)=[CH:8][CH:7]=1. Product: [CH3:1][O:2][C:3](=[O:28])[C@@H:4]([N:23]1[CH:27]=[CH:26][CH:25]=[CH:24]1)[CH2:5][C:6]1[CH:11]=[CH:10][C:9]([CH2:12][CH2:13][CH2:14][N:15]([CH3:22])[C:16]2[CH:21]=[CH:20][CH:19]=[CH:18][N:17]=2)=[CH:8][CH:7]=1. The catalyst class is: 123. (4) Reactant: [C:1]([N:4]1[C:13]2[C:8](=[CH:9][C:10]([C:14]3[CH:22]=[CH:21][C:17]([C:18](O)=[O:19])=[CH:16][N:15]=3)=[CH:11][CH:12]=2)[C@H:7]([NH:23][C:24]2[CH:29]=[CH:28][CH:27]=[CH:26][N:25]=2)[CH2:6][C@@H:5]1[CH3:30])(=[O:3])[CH3:2].CN(C(ON1N=NC2C=CC=NC1=2)=[N+](C)C)C.F[P-](F)(F)(F)(F)F.CCN(C(C)C)C(C)C.[CH3:64][N:65]([CH3:69])[CH2:66][CH2:67][NH2:68]. Product: [C:1]([N:4]1[C:13]2[C:8](=[CH:9][C:10]([C:14]3[CH:22]=[CH:21][C:17]([C:18]([NH:68][CH2:67][CH2:66][N:65]([CH3:69])[CH3:64])=[O:19])=[CH:16][N:15]=3)=[CH:11][CH:12]=2)[C@H:7]([NH:23][C:24]2[CH:29]=[CH:28][CH:27]=[CH:26][N:25]=2)[CH2:6][C@@H:5]1[CH3:30])(=[O:3])[CH3:2]. The catalyst class is: 3. (5) Reactant: [CH3:1][S:2]([C:5]1[CH:35]=[CH:34][C:8]([CH2:9][NH:10][C:11]([C:13]2[C:18](=[O:19])[N:17]([C:20]3[CH:25]=[CH:24][CH:23]=[C:22]([C:26]([F:29])([F:28])[F:27])[CH:21]=3)[C:16]([CH3:30])=[C:15](C(O)=O)[CH:14]=2)=[O:12])=[CH:7][CH:6]=1)(=[O:4])=[O:3].C([N:38](CC)CC)C.C1(P(N=[N+]=[N-])(C2C=CC=CC=2)=O)C=CC=CC=1. Product: [CH3:1][S:2]([C:5]1[CH:6]=[CH:7][C:8]([CH2:9][NH:10][C:11]([C:13]2[C:18](=[O:19])[N:17]([C:20]3[CH:25]=[CH:24][CH:23]=[C:22]([C:26]([F:28])([F:29])[F:27])[CH:21]=3)[C:16]([CH3:30])=[C:15]([NH2:38])[CH:14]=2)=[O:12])=[CH:34][CH:35]=1)(=[O:3])=[O:4]. The catalyst class is: 107.